This data is from Blood-brain barrier permeability classification from the B3DB database. The task is: Regression/Classification. Given a drug SMILES string, predict its absorption, distribution, metabolism, or excretion properties. Task type varies by dataset: regression for continuous measurements (e.g., permeability, clearance, half-life) or binary classification for categorical outcomes (e.g., BBB penetration, CYP inhibition). Dataset: b3db_classification. (1) The drug is OCCC1CCC(CC/C=C2\c3ccccc3Sc3ccc(Cl)cc32)CC1. The result is 1 (penetrates BBB). (2) The compound is O=C(Cc1ccc(C(F)(F)F)cc1)N1CCCC[C@H]1CN1CCCC1. The result is 1 (penetrates BBB). (3) The drug is O=C(O)CCNC(=O)c1ccc(N=Nc2ccc(O)c(C(=O)O)c2)cc1. The result is 0 (does not penetrate BBB).